Dataset: Catalyst prediction with 721,799 reactions and 888 catalyst types from USPTO. Task: Predict which catalyst facilitates the given reaction. (1) Reactant: O[C:2]1[C:11]2[C:6](=[N:7][CH:8]=[CH:9][CH:10]=2)[N:5]([C:12]2[CH:17]=[CH:16][CH:15]=[CH:14][CH:13]=2)[C:4](=[O:18])[C:3]=1[C:19](=O)[CH2:20][C:21]1[CH:26]=[C:25]([O:27][CH3:28])[CH:24]=[C:23]([O:29][CH3:30])[CH:22]=1.O.[NH2:33][NH2:34]. Product: [CH3:30][O:29][C:23]1[CH:22]=[C:21]([CH:26]=[C:25]([O:27][CH3:28])[CH:24]=1)[CH2:20][C:19]1[C:3]2[C:4](=[O:18])[N:5]([C:12]3[CH:13]=[CH:14][CH:15]=[CH:16][CH:17]=3)[C:6]3[N:7]=[CH:8][CH:9]=[CH:10][C:11]=3[C:2]=2[NH:34][N:33]=1. The catalyst class is: 3. (2) Reactant: [NH2:1][C:2]([CH:4]1[CH2:8][CH:7](OS(C)(=O)=O)[CH2:6][N:5]1[C:14]([O:16][C:17]([CH3:20])([CH3:19])[CH3:18])=[O:15])=[O:3].C1COCC1.[F-:26].C([N+](CCCC)(CCCC)CCCC)CCC.O. Product: [NH2:1][C:2]([C@@H:4]1[CH2:8][C@H:7]([F:26])[CH2:6][N:5]1[C:14]([O:16][C:17]([CH3:20])([CH3:19])[CH3:18])=[O:15])=[O:3]. The catalyst class is: 4. (3) Reactant: [I:1][C:2]1[N:7]=[CH:6][N:5]=[C:4]([NH:8][C@H:9]2[C@@H:13]3[O:14][C:15]([CH3:18])([CH3:17])[O:16][C@@H:12]3[C@@H:11]([CH2:19][OH:20])[CH2:10]2)[CH:3]=1.N1C=CN=C1.[Si:26](Cl)([C:29]([CH3:32])([CH3:31])[CH3:30])([CH3:28])[CH3:27]. Product: [Si:26]([O:20][CH2:19][C@@H:11]1[C@H:12]2[O:16][C:15]([CH3:17])([CH3:18])[O:14][C@H:13]2[C@H:9]([NH:8][C:4]2[CH:3]=[C:2]([I:1])[N:7]=[CH:6][N:5]=2)[CH2:10]1)([C:29]([CH3:32])([CH3:31])[CH3:30])([CH3:28])[CH3:27]. The catalyst class is: 18. (4) Reactant: [NH2:1][C:2]1[CH:10]=[C:9]([O:11][CH3:12])[CH:8]=[C:7]([O:13][CH3:14])[C:3]=1[C:4]([NH2:6])=[O:5].[CH3:15][O:16][CH2:17][CH2:18][O:19][C:20]1[C:27]([CH3:28])=[CH:26][C:23]([CH:24]=O)=[CH:22][C:21]=1[CH3:29].OS([O-])=O.[Na+].CC1C=CC(S(O)(=O)=O)=CC=1. The catalyst class is: 80. Product: [CH3:14][O:13][C:7]1[CH:8]=[C:9]([O:11][CH3:12])[CH:10]=[C:2]2[C:3]=1[C:4](=[O:5])[NH:6][C:24]([C:23]1[CH:26]=[C:27]([CH3:28])[C:20]([O:19][CH2:18][CH2:17][O:16][CH3:15])=[C:21]([CH3:29])[CH:22]=1)=[N:1]2.